Predict the reactants needed to synthesize the given product. From a dataset of Full USPTO retrosynthesis dataset with 1.9M reactions from patents (1976-2016). (1) Given the product [F:35][C:34]([F:37])([F:36])[S:31]([O:13][C:10]1[CH2:9][CH2:8][CH:7]([N:1]2[CH2:2][CH2:3][O:4][CH2:5][CH2:6]2)[CH2:12][CH:11]=1)(=[O:33])=[O:32], predict the reactants needed to synthesize it. The reactants are: [N:1]1([CH:7]2[CH2:12][CH2:11][C:10](=[O:13])[CH2:9][CH2:8]2)[CH2:6][CH2:5][O:4][CH2:3][CH2:2]1.[Li+].C[Si]([N-][Si](C)(C)C)(C)C.C1C=CC(N([S:31]([C:34]([F:37])([F:36])[F:35])(=[O:33])=[O:32])[S:31]([C:34]([F:37])([F:36])[F:35])(=[O:33])=[O:32])=CC=1. (2) Given the product [NH2:1][C:4]1[CH:13]=[CH:12][CH:11]=[C:10]2[C:5]=1[CH:6]=[CH:7][N:15]([C@H:16]([CH:17]([CH3:19])[CH3:18])[C:20]([NH2:22])=[O:21])[C:9]2=[O:14], predict the reactants needed to synthesize it. The reactants are: [N+:1]([C:4]1[CH:13]=[CH:12][CH:11]=[C:10]2[C:5]=1[CH:6]=[CH:7]O[C:9]2=[O:14])([O-])=O.[NH2:15][C@@H:16]([C:20]([NH2:22])=[O:21])[CH:17]([CH3:19])[CH3:18].Cl.CO.C(N(CC)CC)C.